The task is: Predict the reactants needed to synthesize the given product.. This data is from Full USPTO retrosynthesis dataset with 1.9M reactions from patents (1976-2016). (1) Given the product [ClH:27].[NH2:1][C:2]1[N:10]=[C:9]([O:11][CH2:12][CH2:13][CH2:14][CH3:15])[N:8]=[C:7]2[C:3]=1[NH:4][C:5](=[O:25])[N:6]2[CH2:16][C:17]1[CH:22]=[CH:21][C:20]([CH2:23][Cl:32])=[CH:19][CH:18]=1, predict the reactants needed to synthesize it. The reactants are: [NH2:1][C:2]1[N:10]=[C:9]([O:11][CH2:12][CH2:13][CH2:14][CH3:15])[N:8]=[C:7]2[C:3]=1[N:4]=[C:5]([O:25]C)[N:6]2[CH2:16][C:17]1[CH:22]=[CH:21][C:20]([CH2:23]O)=[CH:19][CH:18]=1.[Cl:27]CCl.S(Cl)([Cl:32])=O. (2) Given the product [CH2:1]([N:28]1[C:22]2[CH:23]=[CH:24][C:25]([Br:27])=[CH:26][C:21]=2[N:20]=[C:13]1[C:14]1[CH:15]=[CH:16][CH:17]=[CH:18][CH:19]=1)[C:2]1[CH:3]=[CH:4][CH:5]=[CH:6][CH:7]=1, predict the reactants needed to synthesize it. The reactants are: [CH3:1][C:2]1[CH:3]=[CH:4][C:5](S(O)(=O)=O)=[CH:6][CH:7]=1.O.[CH2:13]([NH:20][C:21]1[C:22]([NH2:28])=[CH:23][CH:24]=[C:25]([Br:27])[CH:26]=1)[C:14]1[CH:19]=[CH:18][CH:17]=[CH:16][CH:15]=1.COC(OC)(OC)C1C=CC=CC=1. (3) Given the product [Cl:1][C:2]1[CH:3]=[C:4]2[C:9](=[CH:10][CH:11]=1)[N:8]=[C:7]([NH:12][C:13]([N:31]1[CH2:30][CH2:29][N:28]([C:23]3[CH:24]=[CH:25][CH:26]=[CH:27][C:22]=3[C:20]#[N:21])[CH2:33][CH2:32]1)=[O:17])[C:6]([O:18][CH3:19])=[N:5]2, predict the reactants needed to synthesize it. The reactants are: [Cl:1][C:2]1[CH:3]=[C:4]2[C:9](=[CH:10][CH:11]=1)[N:8]=[C:7]([NH:12][C:13](=[O:17])OCC)[C:6]([O:18][CH3:19])=[N:5]2.[C:20]([C:22]1[CH:27]=[CH:26][CH:25]=[CH:24][C:23]=1[N:28]1[CH2:33][CH2:32][NH:31][CH2:30][CH2:29]1)#[N:21].